From a dataset of Forward reaction prediction with 1.9M reactions from USPTO patents (1976-2016). Predict the product of the given reaction. (1) Given the reactants [CH:1]1([CH2:4][O:5][C:6]2[CH:14]=[CH:13][C:9]3[O:10][CH2:11][O:12][C:8]=3[C:7]=2[C:15]2[C:16]3[NH:23][CH:22]=[C:21]([C:24]([OH:26])=O)[C:17]=3[N:18]=[CH:19][N:20]=2)[CH2:3][CH2:2]1.[C:27]([O:31][C:32]([N:34]1[CH2:38][CH2:37][CH:36]([CH2:39][NH2:40])[CH2:35]1)=[O:33])([CH3:30])([CH3:29])[CH3:28], predict the reaction product. The product is: [C:27]([O:31][C:32]([N:34]1[CH2:38][CH2:37][CH:36]([CH2:39][NH:40][C:24]([C:21]2[C:17]3[N:18]=[CH:19][N:20]=[C:15]([C:7]4[C:8]5[O:12][CH2:11][O:10][C:9]=5[CH:13]=[CH:14][C:6]=4[O:5][CH2:4][CH:1]4[CH2:3][CH2:2]4)[C:16]=3[NH:23][CH:22]=2)=[O:26])[CH2:35]1)=[O:33])([CH3:30])([CH3:29])[CH3:28]. (2) Given the reactants I[C:2]1[CH:7]=[CH:6][C:5]([O:8][CH3:9])=[CH:4][C:3]=1[N+:10]([O-:12])=[O:11].[CH3:13][CH:14]([CH3:17])[C:15]#[CH:16], predict the reaction product. The product is: [CH3:9][O:8][C:5]1[CH:6]=[CH:7][C:2]([C:16]#[C:15][CH:14]([CH3:17])[CH3:13])=[C:3]([N+:10]([O-:12])=[O:11])[CH:4]=1. (3) Given the reactants Br[C:2]1[N:6]([CH:7]([CH3:9])[CH3:8])[C:5]2[CH:10]([C:22]3[CH:29]=[CH:28][C:25]([C:26]#[N:27])=[CH:24][CH:23]=3)[N:11]([C:14]3[N:15]([CH3:21])[N:16]=[C:17]([CH3:20])[C:18]=3[F:19])[C:12](=[O:13])[C:4]=2[CH:3]=1.[CH3:30][O:31][C:32]1[N:37]=[C:36]([O:38][CH3:39])[C:35](B(O)O)=[CH:34][N:33]=1.BrC1N(C(C)C)C2C(C3C=CC(Cl)=CC=3)N(C3C=C(Cl)C=CC=3C)C(=O)C=2C=1.COC1C(B2OC(C)(C)C(C)(C)O2)=CN=C(N)N=1, predict the reaction product. The product is: [CH3:30][O:31][C:32]1[N:37]=[C:36]([O:38][CH3:39])[C:35]([C:2]2[N:6]([CH:7]([CH3:8])[CH3:9])[C:5]3[CH:10]([C:22]4[CH:23]=[CH:24][C:25]([C:26]#[N:27])=[CH:28][CH:29]=4)[N:11]([C:14]4[N:15]([CH3:21])[N:16]=[C:17]([CH3:20])[C:18]=4[F:19])[C:12](=[O:13])[C:4]=3[CH:3]=2)=[CH:34][N:33]=1.